Dataset: Forward reaction prediction with 1.9M reactions from USPTO patents (1976-2016). Task: Predict the product of the given reaction. (1) Given the reactants Br[CH:2]1[C:11]2[C:6](=[CH:7][CH:8]=[CH:9][CH:10]=2)[CH2:5][CH2:4][CH:3]1[OH:12].[OH-].[Na+], predict the reaction product. The product is: [O:12]1[CH:3]2[CH2:4][CH2:5][C:6]3[C:11]([CH:2]12)=[CH:10][CH:9]=[CH:8][CH:7]=3. (2) Given the reactants [Br:1][C:2]1[CH:3]=[C:4]([OH:15])[CH:5]=[C:6]([NH:8][C:9]2[CH:10]=[N:11][CH:12]=[CH:13][CH:14]=2)[CH:7]=1.[H-].[Na+].[Si:18](Cl)([C:31]([CH3:34])([CH3:33])[CH3:32])([C:25]1[CH:30]=[CH:29][CH:28]=[CH:27][CH:26]=1)[C:19]1[CH:24]=[CH:23][CH:22]=[CH:21][CH:20]=1, predict the reaction product. The product is: [Br:1][C:2]1[CH:7]=[C:6]([NH:8][C:9]2[CH:10]=[N:11][CH:12]=[CH:13][CH:14]=2)[CH:5]=[C:4]([O:15][Si:18]([C:31]([CH3:34])([CH3:33])[CH3:32])([C:25]2[CH:26]=[CH:27][CH:28]=[CH:29][CH:30]=2)[C:19]2[CH:24]=[CH:23][CH:22]=[CH:21][CH:20]=2)[CH:3]=1.